From a dataset of NCI-60 drug combinations with 297,098 pairs across 59 cell lines. Regression. Given two drug SMILES strings and cell line genomic features, predict the synergy score measuring deviation from expected non-interaction effect. (1) Drug 1: C1CN1P(=S)(N2CC2)N3CC3. Drug 2: CCN(CC)CCCC(C)NC1=C2C=C(C=CC2=NC3=C1C=CC(=C3)Cl)OC. Cell line: A549. Synergy scores: CSS=35.9, Synergy_ZIP=-9.55, Synergy_Bliss=2.74, Synergy_Loewe=2.74, Synergy_HSA=3.06. (2) Drug 1: C1CCN(CC1)CCOC2=CC=C(C=C2)C(=O)C3=C(SC4=C3C=CC(=C4)O)C5=CC=C(C=C5)O. Drug 2: CC(CN1CC(=O)NC(=O)C1)N2CC(=O)NC(=O)C2. Cell line: DU-145. Synergy scores: CSS=-0.0865, Synergy_ZIP=-2.74, Synergy_Bliss=-3.64, Synergy_Loewe=-6.81, Synergy_HSA=-6.81. (3) Drug 1: CCCCCOC(=O)NC1=NC(=O)N(C=C1F)C2C(C(C(O2)C)O)O. Drug 2: CC1CCC2CC(C(=CC=CC=CC(CC(C(=O)C(C(C(=CC(C(=O)CC(OC(=O)C3CCCCN3C(=O)C(=O)C1(O2)O)C(C)CC4CCC(C(C4)OC)O)C)C)O)OC)C)C)C)OC. Cell line: UO-31. Synergy scores: CSS=6.49, Synergy_ZIP=-2.15, Synergy_Bliss=-0.745, Synergy_Loewe=-29.9, Synergy_HSA=0.597. (4) Drug 2: C1CCC(C(C1)N)N.C(=O)(C(=O)[O-])[O-].[Pt+4]. Drug 1: CC1=C(C(CCC1)(C)C)C=CC(=CC=CC(=CC(=O)O)C)C. Cell line: LOX IMVI. Synergy scores: CSS=34.5, Synergy_ZIP=-9.98, Synergy_Bliss=-4.58, Synergy_Loewe=-9.01, Synergy_HSA=-1.57. (5) Drug 1: C1CCC(CC1)NC(=O)N(CCCl)N=O. Drug 2: C1=NC2=C(N=C(N=C2N1C3C(C(C(O3)CO)O)F)Cl)N. Cell line: HS 578T. Synergy scores: CSS=18.6, Synergy_ZIP=-1.30, Synergy_Bliss=2.48, Synergy_Loewe=-0.858, Synergy_HSA=2.81. (6) Synergy scores: CSS=4.41, Synergy_ZIP=1.72, Synergy_Bliss=2.91, Synergy_Loewe=-0.105, Synergy_HSA=1.72. Drug 1: CC12CCC(CC1=CCC3C2CCC4(C3CC=C4C5=CN=CC=C5)C)O. Drug 2: C(CN)CNCCSP(=O)(O)O. Cell line: SK-OV-3. (7) Drug 1: CC1OCC2C(O1)C(C(C(O2)OC3C4COC(=O)C4C(C5=CC6=C(C=C35)OCO6)C7=CC(=C(C(=C7)OC)O)OC)O)O. Drug 2: CC1CCC2CC(C(=CC=CC=CC(CC(C(=O)C(C(C(=CC(C(=O)CC(OC(=O)C3CCCCN3C(=O)C(=O)C1(O2)O)C(C)CC4CCC(C(C4)OC)O)C)C)O)OC)C)C)C)OC. Cell line: CAKI-1. Synergy scores: CSS=53.9, Synergy_ZIP=-12.4, Synergy_Bliss=-8.39, Synergy_Loewe=-0.919, Synergy_HSA=0.932.